From a dataset of Catalyst prediction with 721,799 reactions and 888 catalyst types from USPTO. Predict which catalyst facilitates the given reaction. The catalyst class is: 49. Reactant: [CH2:1]([C:3]1[NH:4][CH:5]=[CH:6][CH:7]=1)[CH3:2].[CH3:8][O:9][C:10]1[CH:15]=[CH:14][C:13]([S:16](Cl)(=[O:18])=[O:17])=[CH:12][CH:11]=1.[H-].[Na+]. Product: [CH2:1]([C:3]1[N:4]([S:16]([C:13]2[CH:12]=[CH:11][C:10]([O:9][CH3:8])=[CH:15][CH:14]=2)(=[O:18])=[O:17])[CH:5]=[CH:6][CH:7]=1)[CH3:2].